Predict which catalyst facilitates the given reaction. From a dataset of Catalyst prediction with 721,799 reactions and 888 catalyst types from USPTO. Reactant: [F:1][C:2]1([F:13])[CH2:7][CH2:6][CH:5]([CH2:8][CH2:9][C:10]([OH:12])=O)[CH2:4][CH2:3]1.C(Cl)(=O)C(Cl)=O.[F:20][C:21]([F:26])([F:25])C(O)=O.N1C=CC=CC=1. Product: [F:13][C:2]1([F:1])[CH2:3][CH2:4][CH:5]([CH2:8][CH2:9][C:10](=[O:12])[C:21]([F:26])([F:25])[F:20])[CH2:6][CH2:7]1. The catalyst class is: 139.